Task: Predict the product of the given reaction.. Dataset: Forward reaction prediction with 1.9M reactions from USPTO patents (1976-2016) (1) The product is: [C:1]([O:5][C:6](=[O:13])[NH:7][C@H:8]([C:10]1[N:34]([C:35]2[CH:36]=[CH:37][CH:38]=[CH:39][CH:40]=2)[C:29]2[C:28]([O:41][CH3:42])=[C:27]([F:26])[CH:32]=[CH:31][C:30]=2[N:11]=1)[CH3:9])([CH3:4])([CH3:3])[CH3:2]. Given the reactants [C:1]([O:5][C:6](=[O:13])[NH:7][C@H:8]([C:10](=O)[NH2:11])[CH3:9])([CH3:4])([CH3:3])[CH3:2].F[B-](F)(F)F.C([O+](CC)CC)C.[F:26][C:27]1[C:28]([O:41][CH3:42])=[C:29]([NH:34][C:35]2[CH:40]=[CH:39][CH:38]=[CH:37][CH:36]=2)[C:30](N)=[CH:31][CH:32]=1, predict the reaction product. (2) Given the reactants [F:1][C:2]1[CH:7]=[CH:6][C:5]([NH:8][C:9]([C:11]2[N:12]([C:17]3[CH:22]=[CH:21][C:20]([CH3:23])=[CH:19][CH:18]=3)[C:13]([SH:16])=[N:14][CH:15]=2)=[O:10])=[CH:4][CH:3]=1.Cl[CH2:25][C:26]1[NH:27][C:28]2[CH:34]=[CH:33][CH:32]=[CH:31][C:29]=2[N:30]=1.C(=O)([O-])[O-].[K+].[K+], predict the reaction product. The product is: [F:1][C:2]1[CH:3]=[CH:4][C:5]([NH:8][C:9]([C:11]2[N:12]([C:17]3[CH:18]=[CH:19][C:20]([CH3:23])=[CH:21][CH:22]=3)[C:13]([S:16][CH2:25][C:26]3[NH:30][C:29]4[CH:31]=[CH:32][CH:33]=[CH:34][C:28]=4[N:27]=3)=[N:14][CH:15]=2)=[O:10])=[CH:6][CH:7]=1. (3) Given the reactants [NH:1]1[CH2:6][CH2:5][CH:4]([CH2:7][CH2:8][C:9]([N:11]2[CH2:16][CH2:15][CH2:14][C@@H:13]([C:17]([NH:19][CH2:20][C@H:21]([NH:25][C:26](=[O:41])[C:27]3[CH:32]=[CH:31][C:30]([O:33]CC4C=CC=CC=4)=[CH:29][CH:28]=3)[C:22]([OH:24])=[O:23])=[O:18])[CH2:12]2)=[O:10])[CH2:3][CH2:2]1.[H][H], predict the reaction product. The product is: [NH:1]1[CH2:6][CH2:5][CH:4]([CH2:7][CH2:8][C:9]([N:11]2[CH2:16][CH2:15][CH2:14][C@@H:13]([C:17]([NH:19][CH2:20][C@H:21]([NH:25][C:26](=[O:41])[C:27]3[CH:28]=[CH:29][C:30]([OH:33])=[CH:31][CH:32]=3)[C:22]([OH:24])=[O:23])=[O:18])[CH2:12]2)=[O:10])[CH2:3][CH2:2]1. (4) Given the reactants [F:1][CH:2]([F:15])[C:3]1([C:9]([O:11]C(C)C)=[O:10])[CH2:6][C:5]([F:8])([F:7])[CH2:4]1.[OH-].[Na+], predict the reaction product. The product is: [F:15][CH:2]([F:1])[C:3]1([C:9]([OH:11])=[O:10])[CH2:6][C:5]([F:7])([F:8])[CH2:4]1.